Task: Predict which catalyst facilitates the given reaction.. Dataset: Catalyst prediction with 721,799 reactions and 888 catalyst types from USPTO (1) Reactant: CCN=C=NCCCN(C)C.[NH2:12][CH2:13][CH2:14][O:15][CH2:16][CH2:17][O:18][C:19]1[CH:28]=[C:27]2[C:22]([C:23]([NH:29][C:30]3[CH:35]=[CH:34][C:33]([F:36])=[C:32]([Cl:37])[CH:31]=3)=[N:24][CH:25]=[N:26]2)=[CH:21][C:20]=1[O:38][CH3:39].[OH:40][C:41]1[CH:51]=[C:50]([CH2:52][N:53]2[C:57]3[CH:58]=[CH:59][C:60]([OH:62])=[CH:61][C:56]=3[O:55][C:54]2=[O:63])[CH:49]=[CH:48][C:42]=1[O:43][CH2:44][C:45](O)=[O:46].N1(C2C=CN=CC=2)CCCC1. Product: [Cl:37][C:32]1[CH:31]=[C:30]([CH:35]=[CH:34][C:33]=1[F:36])[NH:29][C:23]1[C:22]2[C:27](=[CH:28][C:19]([O:18][CH2:17][CH2:16][O:15][CH2:14][CH2:13][NH:12][C:45](=[O:46])[CH2:44][O:43][C:42]3[CH:48]=[CH:49][C:50]([CH2:52][N:53]4[C:57]5[CH:58]=[CH:59][C:60]([OH:62])=[CH:61][C:56]=5[O:55][C:54]4=[O:63])=[CH:51][C:41]=3[OH:40])=[C:20]([O:38][CH3:39])[CH:21]=2)[N:26]=[CH:25][N:24]=1. The catalyst class is: 31. (2) The catalyst class is: 9. Reactant: Cl.[S:2]1[C:10]2[CH2:9][CH2:8][NH:7][CH2:6][C:5]=2[CH:4]=[CH:3]1.[CH3:11][O:12][C:13](=[O:23])[CH:14]([C:16]1[CH:21]=[CH:20][CH:19]=[CH:18][C:17]=1[Cl:22])Br.O. Product: [CH3:11][O:12][C:13]([C@@H:14]([N:7]1[CH2:6][C:5]2[CH:4]=[CH:3][S:2][C:10]=2[CH2:9][CH2:8]1)[C:16]1[CH:21]=[CH:20][CH:19]=[CH:18][C:17]=1[Cl:22])=[O:23]. (3) Product: [CH2:5]([O:7][C:8]([C@:10]1([NH:30][C:31]([O:33][C:34]([CH3:36])([CH3:35])[CH3:37])=[O:32])[C@H:15]([N:1]=[N+:2]=[N-:3])[CH2:14][C@@H:13]2[C@H:11]1[C@@:12]2([F:29])[C:24]([O:26][CH2:27][CH3:28])=[O:25])=[O:9])[CH3:6]. Reactant: [N-:1]=[N+:2]=[N-:3].[Na+].[CH2:5]([O:7][C:8]([C@:10]1([NH:30][C:31]([O:33][C:34]([CH3:37])([CH3:36])[CH3:35])=[O:32])[C@@H:15](OS(C(F)(F)F)(=O)=O)[CH2:14][C@@H:13]2[C@H:11]1[C@@:12]2([F:29])[C:24]([O:26][CH2:27][CH3:28])=[O:25])=[O:9])[CH3:6]. The catalyst class is: 483. (4) The catalyst class is: 2. Reactant: [CH2:1]([O:4][C:5]1([CH3:35])[CH2:10][CH2:9][N:8]([C:11]2[N:16]3[N:17]=[C:18]([C:20]4[CH:25]=[CH:24][CH:23]=[C:22]([Br:26])[CH:21]=4)[CH:19]=[C:15]3[N:14]=[C:13]([CH3:27])[C:12]=2[CH:28]([OH:34])[C:29]([O:31][CH2:32][CH3:33])=[O:30])[CH2:7][CH2:6]1)[CH:2]=[CH2:3].CC(OI1(OC(C)=O)(OC(C)=O)OC(=O)C2C=CC=CC1=2)=O. Product: [CH2:1]([O:4][C:5]1([CH3:35])[CH2:10][CH2:9][N:8]([C:11]2[N:16]3[N:17]=[C:18]([C:20]4[CH:25]=[CH:24][CH:23]=[C:22]([Br:26])[CH:21]=4)[CH:19]=[C:15]3[N:14]=[C:13]([CH3:27])[C:12]=2[C:28](=[O:34])[C:29]([O:31][CH2:32][CH3:33])=[O:30])[CH2:7][CH2:6]1)[CH:2]=[CH2:3]. (5) Product: [CH3:31][O:34][C:19]1[C:18]([O:59][CH3:52])=[CH:17][C:9]([C:10]([N:11]2[CH2:15][CH2:14][CH2:13][CH:12]2[CH2:6][OH:5])=[O:16])=[C:8]([NH:7][C:23]([O:25][CH2:26][C:27]([Cl:28])([Cl:30])[Cl:29])=[O:24])[CH:20]=1. The catalyst class is: 22. Reactant: [N+](O)([O-])=O.[OH:5][C@H:6]1[C@@H:12]2[CH2:13][CH2:14][CH2:15][N:11]2[C:10](=[O:16])[C:9]2[CH:17]=[CH:18][CH:19]=[C:20](OC)[C:8]=2[N:7]1[C:23]([O:25][CH2:26][C:27]([Cl:30])([Cl:29])[Cl:28])=[O:24].[CH2:31]([O:34]C(N1C[C@H](O)C[C@H]1CO[Si](C(C)(C)C)(C)C)=O)C=C.[CH2:52]([O:59]C(N1C[C@H](O)C[C@H]1C(O)=O)=O)C1C=CC=CC=1. (6) Reactant: [CH2:1]([O:3][C:4]([C:6]1[CH:11]=[C:10]([O:12][CH3:13])[N:9]=[C:8]([CH2:14][NH:15][C:16]([NH:18]C(OCC2C3C=CC=CC=3C3C2=CC=CC=3)=O)=S)[CH:7]=1)=[O:5])[CH3:2].C1CCC(N=C=NC2CCCCC2)CC1. Product: [NH:18]=[C:16]1[N:9]2[C:10]([O:12][CH3:13])=[CH:11][C:6]([C:4]([O:3][CH2:1][CH3:2])=[O:5])=[CH:7][C:8]2=[CH:14][NH:15]1. The catalyst class is: 11. (7) Reactant: [C:1]([O:5][C:6](=[O:15])[NH:7][C@@H:8]1[C@H:13]([NH2:14])[CH2:12][CH2:11][O:10][CH2:9]1)([CH3:4])([CH3:3])[CH3:2].C(N(C(C)C)CC)(C)C.Cl[C:26]1[N:27]=[N:28][C:29]([C:42]([O:44][CH2:45][CH3:46])=[O:43])=[C:30]([NH:32][C:33]2[C:41]3[CH:40]=[CH:39][S:38][C:37]=3[CH:36]=[CH:35][CH:34]=2)[N:31]=1. Product: [S:38]1[CH:39]=[CH:40][C:41]2[C:33]([NH:32][C:30]3[N:31]=[C:26]([NH:14][C@@H:13]4[CH2:12][CH2:11][O:10][CH2:9][C@@H:8]4[NH:7][C:6]([O:5][C:1]([CH3:4])([CH3:2])[CH3:3])=[O:15])[N:27]=[N:28][C:29]=3[C:42]([O:44][CH2:45][CH3:46])=[O:43])=[CH:34][CH:35]=[CH:36][C:37]1=2. The catalyst class is: 1. (8) Reactant: [C:1]([O:9][C@@H:10]1[CH2:18][C@H:17]([O:19][C:20](=O)[C:21]2[CH:26]=[CH:25][CH:24]=[CH:23][CH:22]=2)[C@@H:16]([CH2:28][O:29][C:30](=O)[C:31]2[CH:36]=[CH:35][CH:34]=[CH:33][CH:32]=2)[O:15][C@H:11]1[S:12][CH2:13][CH3:14])(=O)[C:2]1[CH:7]=[CH:6][CH:5]=[CH:4][CH:3]=1. Product: [CH2:1]([O:9][C@@H:10]1[CH2:18][C@H:17]([O:19][CH2:20][C:21]2[CH:22]=[CH:23][CH:24]=[CH:25][CH:26]=2)[C@@H:16]([CH2:28][O:29][CH2:30][C:31]2[CH:32]=[CH:33][CH:34]=[CH:35][CH:36]=2)[O:15][C@H:11]1[S:12][CH2:13][CH3:14])[C:2]1[CH:7]=[CH:6][CH:5]=[CH:4][CH:3]=1. The catalyst class is: 22. (9) Reactant: [CH3:1][N:2]([N:4]=[N:5][C:6]1[CH:10]=[C:9]([N+:11]([O-:13])=[O:12])[S:8][C:7]=1[C:14]([O:16]C)=[O:15])[CH3:3].[OH-].[Na+]. Product: [CH3:3][N:2]([N:4]=[N:5][C:6]1[CH:10]=[C:9]([N+:11]([O-:13])=[O:12])[S:8][C:7]=1[C:14]([OH:16])=[O:15])[CH3:1]. The catalyst class is: 5. (10) Reactant: [Cl-].[Li+].[CH2:3]([O:10][C:11]1[C:16](=[O:17])[C:15](Br)=[CH:14][N:13]([C:19]2[CH:20]=[C:21]([C:25]3[CH:30]=[CH:29][CH:28]=[CH:27][CH:26]=3)[CH:22]=[CH:23][CH:24]=2)[CH:12]=1)[C:4]1[CH:9]=[CH:8][CH:7]=[CH:6][CH:5]=1.[CH3:31][O:32][B:33](OC)[O:34][CH3:35]. Product: [CH3:31][O:32][B:33]([C:15]1[C:16](=[O:17])[C:11]([O:10][CH2:3][C:4]2[CH:9]=[CH:8][CH:7]=[CH:6][CH:5]=2)=[CH:12][N:13]([C:19]2[CH:20]=[C:21]([C:25]3[CH:30]=[CH:29][CH:28]=[CH:27][CH:26]=3)[CH:22]=[CH:23][CH:24]=2)[CH:14]=1)[O:34][CH3:35]. The catalyst class is: 1.